Dataset: Forward reaction prediction with 1.9M reactions from USPTO patents (1976-2016). Task: Predict the product of the given reaction. (1) Given the reactants [CH3:1][NH2:2].[CH3:3][O:4][C:5]1[CH:10]=[CH:9][CH:8]=[CH:7][C:6]=1[N:11]1[CH2:16][CH2:15][C:14](=O)[CH2:13][CH2:12]1.[H][H], predict the reaction product. The product is: [CH3:3][O:4][C:5]1[CH:10]=[CH:9][CH:8]=[CH:7][C:6]=1[N:11]1[CH2:16][CH2:15][CH:14]([NH:2][CH3:1])[CH2:13][CH2:12]1. (2) Given the reactants C(O[BH-](OC(=O)C)OC(=O)C)(=O)C.[Na+].[Br:15][C:16]1[CH:23]=[CH:22][C:19]([CH:20]=O)=[CH:18][C:17]=1[Cl:24].C(O)(=O)C.[CH3:29][NH2:30], predict the reaction product. The product is: [Br:15][C:16]1[CH:23]=[CH:22][C:19](/[CH:20]=[N:30]\[CH3:29])=[CH:18][C:17]=1[Cl:24]. (3) Given the reactants [F:1][C:2]1[CH:7]=[CH:6][C:5]([CH2:8][CH2:9]C(O)=O)=[CH:4][C:3]=1[O:13][CH3:14].C([N:17]([CH2:20]C)CC)C.C1(P(N=[N+]=[N-])(C2C=CC=CC=2)=[O:29])C=CC=CC=1.[C:39]([OH:43])([CH3:42])([CH3:41])[CH3:40], predict the reaction product. The product is: [C:39]([O:43][C:20](=[O:29])[NH:17][CH2:9][CH2:8][C:5]1[CH:6]=[CH:7][C:2]([F:1])=[C:3]([O:13][CH3:14])[CH:4]=1)([CH3:42])([CH3:41])[CH3:40]. (4) Given the reactants [CH:1]1([CH:6]=[O:7])[CH2:5][CH2:4][CH2:3][CH2:2]1.[CH2:8](N(CC)CC)C.[CH3:15][C:16](=[O:19])[CH:17]=[CH2:18], predict the reaction product. The product is: [CH:1]1([C:6](=[O:7])[CH2:18][CH2:17][C:16](=[O:19])[CH3:15])[CH2:8][CH2:2][CH2:3][CH2:4][CH2:5]1.